From a dataset of Forward reaction prediction with 1.9M reactions from USPTO patents (1976-2016). Predict the product of the given reaction. (1) Given the reactants [CH3:1][N:2]1[C:10]2[C:5](=[CH:6][C:7]([CH:11]3[CH2:16][NH:15][C:14](=O)[CH2:13][O:12]3)=[CH:8][CH:9]=2)[CH:4]=[N:3]1, predict the reaction product. The product is: [CH3:1][N:2]1[C:10]2[C:5](=[CH:6][C:7]([CH:11]3[O:12][CH2:13][CH2:14][NH:15][CH2:16]3)=[CH:8][CH:9]=2)[CH:4]=[N:3]1. (2) Given the reactants [CH2:1]([N:8]([C:10]1[CH:15]=[CH:14][CH:13]=[CH:12][CH:11]=1)[CH3:9])[C:2]1[CH:7]=[CH:6][CH:5]=[CH:4][CH:3]=1.[Br:16]C1C(=O)C(Br)=CC(Br)(Br)C=1, predict the reaction product. The product is: [CH2:1]([N:8]([C:10]1[CH:15]=[CH:14][C:13]([Br:16])=[CH:12][CH:11]=1)[CH3:9])[C:2]1[CH:7]=[CH:6][CH:5]=[CH:4][CH:3]=1.